From a dataset of TCR-epitope binding with 47,182 pairs between 192 epitopes and 23,139 TCRs. Binary Classification. Given a T-cell receptor sequence (or CDR3 region) and an epitope sequence, predict whether binding occurs between them. (1) The epitope is GLCTLVAML. The TCR CDR3 sequence is CASSTGYEQYF. Result: 0 (the TCR does not bind to the epitope). (2) The epitope is EILDITPCSF. The TCR CDR3 sequence is CASSPRGTSSYEQYF. Result: 1 (the TCR binds to the epitope). (3) The epitope is YLNTLTLAV. The TCR CDR3 sequence is CASSPGTEQFF. Result: 0 (the TCR does not bind to the epitope). (4) The epitope is PROT_97E67BCC. The TCR CDR3 sequence is CASQLLVQHTDTQYF. Result: 1 (the TCR binds to the epitope). (5) The epitope is KLGGALQAK. The TCR CDR3 sequence is CSVEDRGGGETQYF. Result: 1 (the TCR binds to the epitope). (6) The epitope is PKYVKQNTLKLAT. The TCR CDR3 sequence is CASSRTAYNEQFF. Result: 0 (the TCR does not bind to the epitope). (7) The epitope is RIFTIGTVTLK. The TCR CDR3 sequence is CASSQVGTTLETQYF. Result: 0 (the TCR does not bind to the epitope).